This data is from Forward reaction prediction with 1.9M reactions from USPTO patents (1976-2016). The task is: Predict the product of the given reaction. (1) The product is: [Si:20]([O:27][C@H:28]([C:32]1[CH:41]=[CH:40][C:39]([OH:42])=[C:38]2[C:33]=1[CH:34]=[CH:35][C:36](=[O:43])[NH:37]2)[CH2:29][N:30]([CH3:31])[CH2:2][CH2:3][CH2:4][C:5]#[C:6][C:7]1[CH:12]=[CH:11][C:10]([NH:13][C:14](=[O:19])[C:15]([F:18])([F:17])[F:16])=[CH:9][CH:8]=1)([C:23]([CH3:25])([CH3:26])[CH3:24])([CH3:22])[CH3:21]. Given the reactants Br[CH2:2][CH2:3][CH2:4][C:5]#[C:6][C:7]1[CH:12]=[CH:11][C:10]([NH:13][C:14](=[O:19])[C:15]([F:18])([F:17])[F:16])=[CH:9][CH:8]=1.[Si:20]([O:27][C@H:28]([C:32]1[CH:41]=[CH:40][C:39]([OH:42])=[C:38]2[C:33]=1[CH:34]=[CH:35][C:36](=[O:43])[NH:37]2)[CH2:29][NH:30][CH3:31])([C:23]([CH3:26])([CH3:25])[CH3:24])([CH3:22])[CH3:21].C(N(CC)C(C)C)(C)C, predict the reaction product. (2) Given the reactants [N:1]1[CH:2]=[CH:3][N:4]2[C:13]=1[C:12]1[CH:11]=[CH:10][CH:9]=[CH:8][C:7]=1[N:6]=[C:5]2[NH:14][C:15](=[O:22])[C:16]1[CH:21]=[CH:20][CH:19]=[N:18][CH:17]=1.[ClH:23], predict the reaction product. The product is: [ClH:23].[N:1]1[CH:2]=[CH:3][N:4]2[C:13]=1[C:12]1[CH:11]=[CH:10][CH:9]=[CH:8][C:7]=1[N:6]=[C:5]2[NH:14][C:15](=[O:22])[C:16]1[CH:21]=[CH:20][CH:19]=[N:18][CH:17]=1. (3) Given the reactants [Cl:1][C:2]1[CH:7]=[CH:6][CH:5]=[CH:4][C:3]=1[C:8]1[N:9]([C:22]2[CH:27]=[CH:26][C:25]([Cl:28])=[CH:24][CH:23]=2)[CH:10]=[C:11]([C:13]([N:15]2[CH2:20][CH2:19][C:18](=[O:21])[CH2:17][CH2:16]2)=[O:14])[N:12]=1.[F:29][C:30]1[CH:35]=[CH:34][C:33]([Mg]Br)=[CH:32][CH:31]=1.[NH4+].[Cl-].O, predict the reaction product. The product is: [Cl:1][C:2]1[CH:7]=[CH:6][CH:5]=[CH:4][C:3]=1[C:8]1[N:9]([C:22]2[CH:23]=[CH:24][C:25]([Cl:28])=[CH:26][CH:27]=2)[CH:10]=[C:11]([C:13]([N:15]2[CH2:16][CH2:17][C:18]([C:33]3[CH:34]=[CH:35][C:30]([F:29])=[CH:31][CH:32]=3)([OH:21])[CH2:19][CH2:20]2)=[O:14])[N:12]=1. (4) Given the reactants [CH3:1][C:2]1[N:3]=[C:4]([N:10]2[CH2:14][CH2:13][N:12]([CH2:15][C:16]3[CH:21]=[CH:20][N:19]=[CH:18][CH:17]=3)[C:11]2=[O:22])[S:5][C:6]=1[C:7]([OH:9])=O.F[P-](F)(F)(F)(F)F.N1(O[P+](N(C)C)(N(C)C)N(C)C)C2C=CC=CC=2N=N1.C(N(C(C)C)CC)(C)C.[NH2:59][CH2:60][C:61]1[CH:62]=[N:63][CH:64]=[CH:65][CH:66]=1, predict the reaction product. The product is: [CH3:1][C:2]1[N:3]=[C:4]([N:10]2[CH2:14][CH2:13][N:12]([CH2:15][C:16]3[CH:21]=[CH:20][N:19]=[CH:18][CH:17]=3)[C:11]2=[O:22])[S:5][C:6]=1[C:7]([NH:59][CH2:60][C:61]1[CH:62]=[N:63][CH:64]=[CH:65][CH:66]=1)=[O:9]. (5) Given the reactants CS(C)=O.[F:5][C:6]1[CH:15]=[C:14](F)[CH:13]=[CH:12][C:7]=1[C:8]([O:10][CH3:11])=[O:9].[NH:17]1[CH2:22][CH2:21][S:20][CH2:19][CH2:18]1.C(=O)([O-])[O-].[K+].[K+], predict the reaction product. The product is: [F:5][C:6]1[CH:15]=[C:14]([N:17]2[CH2:22][CH2:21][S:20][CH2:19][CH2:18]2)[CH:13]=[CH:12][C:7]=1[C:8]([O:10][CH3:11])=[O:9]. (6) Given the reactants [CH:1]([O:4][C:5]([N:7]1[CH2:12][CH2:11][CH:10]([CH2:13][O:14]S(C)(=O)=O)[CH2:9][CH2:8]1)=[O:6])([CH3:3])[CH3:2].[Br:19][C:20]1[CH:25]=[CH:24][C:23](O)=[CH:22][CH:21]=1.C(=O)([O-])[O-].[K+].[K+], predict the reaction product. The product is: [CH:1]([O:4][C:5]([N:7]1[CH2:12][CH2:11][CH:10]([CH2:13][O:14][C:23]2[CH:24]=[CH:25][C:20]([Br:19])=[CH:21][CH:22]=2)[CH2:9][CH2:8]1)=[O:6])([CH3:3])[CH3:2]. (7) Given the reactants [CH3:1][N:2]([C:10]([C:12]1[CH:17]=[CH:16][C:15]([NH:18][CH:19]([C:23]2[O:24][C:25]3[CH:32]=[CH:31][C:30]([O:33][CH:34]4[CH2:39][CH2:38][S:37][CH2:36][CH2:35]4)=[CH:29][C:26]=3[C:27]=2[CH3:28])[CH:20]([CH3:22])[CH3:21])=[CH:14][CH:13]=1)=[O:11])[CH2:3][CH2:4][C:5]([O:7]CC)=[O:6].[OH-].[Na+], predict the reaction product. The product is: [CH3:1][N:2]([C:10]([C:12]1[CH:13]=[CH:14][C:15]([NH:18][CH:19]([C:23]2[O:24][C:25]3[CH:32]=[CH:31][C:30]([O:33][CH:34]4[CH2:35][CH2:36][S:37][CH2:38][CH2:39]4)=[CH:29][C:26]=3[C:27]=2[CH3:28])[CH:20]([CH3:22])[CH3:21])=[CH:16][CH:17]=1)=[O:11])[CH2:3][CH2:4][C:5]([OH:7])=[O:6]. (8) Given the reactants [Cl:1][C:2]1[C:11]([C:12]2[CH:17]=[CH:16][CH:15]=[CH:14][CH:13]=2)=[C:10]([Cl:18])[C:9]2[C:4](=[CH:5][CH:6]=[C:7]([C:19]([CH:27]3[CH2:32][CH2:31][CH2:30][NH:29][CH2:28]3)([C:21]3[CH:22]=[N:23][CH:24]=[CH:25][CH:26]=3)[OH:20])[CH:8]=2)[N:3]=1.[C:33]([OH:39])([C:35]([F:38])([F:37])[F:36])=[O:34].C(Cl)(=O)C.CCN(CC)CC, predict the reaction product. The product is: [C:33]([N:23]1[CH2:24][CH2:25][CH2:26][CH:21]([C:19]([C:7]2[CH:8]=[C:9]3[C:4](=[CH:5][CH:6]=2)[N:3]=[C:2]([Cl:1])[C:11]([C:12]2[CH:13]=[CH:14][CH:15]=[CH:16][CH:17]=2)=[C:10]3[Cl:18])([C:27]2[CH:28]=[N:29][CH:30]=[CH:31][CH:32]=2)[OH:20])[CH2:22]1)(=[O:34])[CH3:35].[C:33]([OH:39])([C:35]([F:38])([F:37])[F:36])=[O:34].